From a dataset of Forward reaction prediction with 1.9M reactions from USPTO patents (1976-2016). Predict the product of the given reaction. (1) The product is: [C:13]([C:5]1[CH:4]=[C:3]([CH:8]=[C:7]([C:9]([CH3:10])([CH3:12])[CH3:11])[N:6]=1)[C:2]([OH:19])=[O:1])([CH3:16])([CH3:15])[CH3:14]. Given the reactants [OH:1][CH2:2][C:3]1[CH:8]=[C:7]([C:9]([CH3:12])([CH3:11])[CH3:10])[N:6]=[C:5]([C:13]([CH3:16])([CH3:15])[CH3:14])[CH:4]=1.CC(C)=[O:19], predict the reaction product. (2) The product is: [F:1][C:2]1[CH:7]=[C:6]([F:8])[CH:5]=[CH:4][C:3]=1[CH2:9][CH2:10][CH:11]1[CH2:16][N:15]2[C:17]([C:20]3[CH:21]=[C:22]([CH:27]=[CH:28][C:29]=3[CH3:30])[C:23]([OH:25])=[O:24])=[N:18][N:19]=[C:14]2[CH2:13][CH2:12]1. Given the reactants [F:1][C:2]1[CH:7]=[C:6]([F:8])[CH:5]=[CH:4][C:3]=1[CH2:9][CH2:10][CH:11]1[CH2:16][N:15]2[C:17]([C:20]3[CH:21]=[C:22]([CH:27]=[CH:28][C:29]=3[CH3:30])[C:23]([O:25]C)=[O:24])=[N:18][N:19]=[C:14]2[CH2:13][CH2:12]1.[OH-].[Na+].Cl, predict the reaction product.